Dataset: Full USPTO retrosynthesis dataset with 1.9M reactions from patents (1976-2016). Task: Predict the reactants needed to synthesize the given product. (1) Given the product [OH:10][C:4]1[CH2:5][CH2:6][CH2:7][C:8](=[O:9])[C:3]=1[N:1]([C:3]1[C:8](=[O:9])[CH2:7][CH2:6][CH2:5][C:4]=1[OH:10])[C:18]1[CH:19]=[C:13]([CH:14]=[CH:15][CH:17]=1)[C:11]#[N:12], predict the reactants needed to synthesize it. The reactants are: [N+:1](=[C:3]1[C:8](=[O:9])[CH2:7][CH2:6][CH2:5][C:4]1=[O:10])=[N-].[C:11]([C:13]1[CH:14]=[C:15]([CH:17]=[CH:18][CH:19]=1)N)#[N:12]. (2) Given the product [CH2:1]([O:3][C:4]([C:6]1[S:10][C:9]([C:11]2[CH:16]=[CH:15][C:14]([F:17])=[CH:13][CH:12]=2)=[N:8][C:7]=1[CH2:18][N:25]([CH2:26][C:27]1[CH:32]=[CH:31][C:30]([O:33][CH3:34])=[CH:29][C:28]=1[O:35][CH3:36])[CH2:24][C:23]([O:22][CH2:20][CH3:21])=[O:37])=[O:5])[CH3:2], predict the reactants needed to synthesize it. The reactants are: [CH2:1]([O:3][C:4]([C:6]1[S:10][C:9]([C:11]2[CH:16]=[CH:15][C:14]([F:17])=[CH:13][CH:12]=2)=[N:8][C:7]=1[CH2:18]Br)=[O:5])[CH3:2].[CH2:20]([O:22][C:23](=[O:37])[CH2:24][NH:25][CH2:26][C:27]1[CH:32]=[CH:31][C:30]([O:33][CH3:34])=[CH:29][C:28]=1[O:35][CH3:36])[CH3:21].C(=O)([O-])[O-].[K+].[K+]. (3) Given the product [CH3:6][N:7]1[C:16]2[C:11](=[CH:12][C:13]([S:2]([OH:5])(=[O:3])=[O:1])=[CH:14][CH:15]=2)[CH2:10][CH2:9][CH2:8]1, predict the reactants needed to synthesize it. The reactants are: [OH:1][S:2]([OH:5])(=O)=[O:3].[CH3:6][N:7]1[C:16]2[C:11](=[CH:12][CH:13]=[CH:14][CH:15]=2)[CH2:10][CH2:9][CH2:8]1. (4) Given the product [ClH:20].[Br:16][C:10]1[C:11]([O:14][CH3:15])=[CH:12][C:13]2[C:5]3[C:3](=[O:4])[N:29]([C:26]4[CH:27]=[CH:28][C:23]([O:22][CH3:21])=[C:24]([O:30][CH2:31][CH2:32][N:33]5[CH2:38][CH2:37][CH2:36][CH2:35][CH2:34]5)[CH:25]=4)[CH2:18][C:6]=3[N:7]([CH3:39])[C:8]=2[CH:9]=1, predict the reactants needed to synthesize it. The reactants are: CO[C:3]([CH:5]1[C:13]2[C:8](=[CH:9][C:10]([Br:16])=[C:11]([O:14][CH3:15])[CH:12]=2)[NH:7][C:6]1([CH2:18]Br)C)=[O:4].[ClH:20].[CH3:21][O:22][C:23]1[CH:28]=[CH:27][C:26]([NH2:29])=[CH:25][C:24]=1[O:30][CH2:31][CH2:32][N:33]1[CH2:38][CH2:37][CH2:36][CH2:35][CH2:34]1.[C:39]([O-])(O)=O.[Na+].C[Al](C)C. (5) Given the product [C:31]([C:15]1[S:14][C:13]([CH:10]2[CH2:11][CH2:12][N:8]([C:6]([O:5][C:1]([CH3:4])([CH3:2])[CH3:3])=[O:7])[CH2:9]2)=[N:17][C:16]=1[C:18]1[CH:23]=[CH:22][C:21]([O:24][C:25]2[CH:26]=[CH:27][CH:28]=[CH:29][CH:30]=2)=[CH:20][CH:19]=1)(=[O:33])[NH2:35], predict the reactants needed to synthesize it. The reactants are: [C:1]([O:5][C:6]([N:8]1[CH2:12][CH2:11][CH:10]([C:13]2[S:14][C:15]([C:31]([OH:33])=O)=[C:16]([C:18]3[CH:23]=[CH:22][C:21]([O:24][C:25]4[CH:30]=[CH:29][CH:28]=[CH:27][CH:26]=4)=[CH:20][CH:19]=3)[N:17]=2)[CH2:9]1)=[O:7])([CH3:4])([CH3:3])[CH3:2].C[N:35](C(ON1N=NC2C=CC=NC1=2)=[N+](C)C)C.F[P-](F)(F)(F)(F)F.CCN(C(C)C)C(C)C. (6) The reactants are: [CH2:1]([O:3][C:4](=[O:33])[CH2:5][O:6][C:7]1[CH:12]=[CH:11][C:10]([S:13][C:14]2[CH:19]=[C:18]([O:20][C:21]3[CH:26]=[CH:25][C:24]([C:27]([F:30])([F:29])[F:28])=[CH:23][N:22]=3)[CH:17]=[C:16](Br)[CH:15]=2)=[CH:9][C:8]=1[CH3:32])[CH3:2].[CH2:34]([N:37]1[CH2:42][CH2:41][O:40][CH2:39][CH2:38]1)[C:35]#[CH:36].C(OC(=O)COC1C=CC(SC2C=C(C#CC3C=CC(CO)=CC=3)C=C(OCCC3C=CC(Cl)=CC=3)C=2)=CC=1C)C. Given the product [CH2:1]([O:3][C:4](=[O:33])[CH2:5][O:6][C:7]1[CH:12]=[CH:11][C:10]([S:13][C:14]2[CH:19]=[C:18]([O:20][C:21]3[CH:26]=[CH:25][C:24]([C:27]([F:30])([F:29])[F:28])=[CH:23][N:22]=3)[CH:17]=[C:16]([C:36]#[C:35][CH2:34][N:37]3[CH2:42][CH2:41][O:40][CH2:39][CH2:38]3)[CH:15]=2)=[CH:9][C:8]=1[CH3:32])[CH3:2], predict the reactants needed to synthesize it. (7) Given the product [NH2:1][C:2]1([C:23]([OH:25])=[O:24])[CH2:3][CH2:4][N:5]([C:8]2[C:17]3[CH2:16][CH2:15][CH2:14][C:13]4([CH2:21][CH2:20][CH2:19][CH2:18]4)[C:12]=3[N:11]=[C:10]([NH2:22])[N:9]=2)[CH2:6][CH2:7]1, predict the reactants needed to synthesize it. The reactants are: [NH2:1][C:2]1([C:23]([O:25]C)=[O:24])[CH2:7][CH2:6][N:5]([C:8]2[C:17]3[CH2:16][CH2:15][CH2:14][C:13]4([CH2:21][CH2:20][CH2:19][CH2:18]4)[C:12]=3[N:11]=[C:10]([NH2:22])[N:9]=2)[CH2:4][CH2:3]1.[OH-].[Na+]. (8) Given the product [F:1][C:2]1[C:7]([F:8])=[C:6]([O:9][CH2:10][CH2:11][N:12]([CH2:14][CH2:15][O:16][CH3:17])[CH3:13])[CH:5]=[CH:4][C:3]=1[CH2:18][NH:19][N:20]([CH3:30])[C:21]1([C:26]([O:28][CH3:29])=[O:27])[CH2:22][CH2:23][CH2:24][CH2:25]1, predict the reactants needed to synthesize it. The reactants are: [F:1][C:2]1[C:7]([F:8])=[C:6]([O:9][CH2:10][CH2:11][N:12]([CH2:14][CH2:15][O:16][CH3:17])[CH3:13])[CH:5]=[CH:4][C:3]=1/[CH:18]=[N:19]/[N:20]([CH3:30])[C:21]1([C:26]([O:28][CH3:29])=[O:27])[CH2:25][CH2:24][CH2:23][CH2:22]1.CS(O)(=O)=O.B.C(C1C=CC(C)=NC=1)C.[OH-].[Na+].P([O-])([O-])([O-])=O.[K+].[K+].[K+]. (9) Given the product [OH:1][C:2]1[CH:3]=[CH:4][C:5]([CH2:8][CH2:9][C:10]([O:12][CH3:13])=[O:11])=[CH:6][CH:7]=1, predict the reactants needed to synthesize it. The reactants are: [OH:1][C:2]1[CH:7]=[CH:6][C:5]([CH2:8][CH2:9][C:10]([OH:12])=[O:11])=[CH:4][CH:3]=1.[C:13](=O)([O-])O.[Na+].